Dataset: KCNQ2 potassium channel screen with 302,405 compounds. Task: Binary Classification. Given a drug SMILES string, predict its activity (active/inactive) in a high-throughput screening assay against a specified biological target. The molecule is Clc1ccc(c2c(n(nc2C)c2sc3c(n2)cccc3)N)cc1. The result is 0 (inactive).